From a dataset of Full USPTO retrosynthesis dataset with 1.9M reactions from patents (1976-2016). Predict the reactants needed to synthesize the given product. (1) The reactants are: [C:1]([C:3]1[C:4]([C:22]2[CH:27]=[CH:26][C:25]([O:28][C:29]3[CH:34]=[CH:33][CH:32]=[CH:31][CH:30]=3)=[CH:24][CH:23]=2)=[N:5][N:6]2[C:11]([C:12]3[CH:13]=[C:14]([NH:18]C(=O)C)[CH:15]=[CH:16][CH:17]=3)=[CH:10][CH:9]=[N:8][C:7]=12)#[N:2].Cl. Given the product [NH2:18][C:14]1[CH:13]=[C:12]([C:11]2[N:6]3[N:5]=[C:4]([C:22]4[CH:27]=[CH:26][C:25]([O:28][C:29]5[CH:30]=[CH:31][CH:32]=[CH:33][CH:34]=5)=[CH:24][CH:23]=4)[C:3]([C:1]#[N:2])=[C:7]3[N:8]=[CH:9][CH:10]=2)[CH:17]=[CH:16][CH:15]=1, predict the reactants needed to synthesize it. (2) Given the product [C:1]([O:5][CH:6]([C:10]1[N:15]([CH3:16])[C:14](=[O:17])[C:13]2[N:18]([CH2:37][C:36]3[CH:39]=[CH:40][C:33]([Cl:32])=[CH:34][CH:35]=3)[CH:19]=[CH:20][C:12]=2[C:11]=1[C:21]1[C:22]([CH3:31])=[C:23]2[C:28](=[CH:29][CH:30]=1)[O:27][CH2:26][CH2:25][CH2:24]2)[C:7]([OH:9])=[O:8])([CH3:4])([CH3:3])[CH3:2], predict the reactants needed to synthesize it. The reactants are: [C:1]([O:5][CH:6]([C:10]1[N:15]([CH3:16])[C:14](=[O:17])[C:13]2[NH:18][CH:19]=[CH:20][C:12]=2[C:11]=1[C:21]1[C:22]([CH3:31])=[C:23]2[C:28](=[CH:29][CH:30]=1)[O:27][CH2:26][CH2:25][CH2:24]2)[C:7]([OH:9])=[O:8])([CH3:4])([CH3:3])[CH3:2].[Cl:32][C:33]1[CH:40]=[CH:39][C:36]([CH2:37]Br)=[CH:35][CH:34]=1. (3) Given the product [CH3:1][O:2][C:3]1[CH:19]=[CH:18][C:6]([CH2:7][N:8]2[CH:16]=[N:15][C:14]3[C:9]2=[N:10][CH:11]=[N:12][C:13]=3[C:26]2[C:21]([F:20])=[N:22][CH:23]=[CH:24][CH:25]=2)=[CH:5][CH:4]=1, predict the reactants needed to synthesize it. The reactants are: [CH3:1][O:2][C:3]1[CH:19]=[CH:18][C:6]([CH2:7][N:8]2[CH:16]=[N:15][C:14]3[C:9]2=[N:10][CH:11]=[N:12][C:13]=3Br)=[CH:5][CH:4]=1.[F:20][C:21]1[C:26](B(O)O)=[CH:25][CH:24]=[CH:23][N:22]=1.C([O-])(=O)C.[K+]. (4) Given the product [NH2:26][C:21]1[CH:20]=[C:19]([C:17]#[C:18][C:2]2[CH:3]=[N:4][C:5]([NH:8][CH2:9][CH2:10][N:11]3[CH2:16][CH2:15][O:14][CH2:13][CH2:12]3)=[N:6][CH:7]=2)[C:24]([CH3:23])=[N:27][CH:22]=1, predict the reactants needed to synthesize it. The reactants are: Br[C:2]1[CH:3]=[N:4][C:5]([NH:8][CH2:9][CH2:10][N:11]2[CH2:16][CH2:15][O:14][CH2:13][CH2:12]2)=[N:6][CH:7]=1.[C:17]([C:19]1[CH:20]=[C:21]([NH2:26])[CH:22]=[CH:23][C:24]=1C)#[CH:18].[NH:27]1CCCCC1. (5) Given the product [N+:1]([C:4]1[CH:5]=[C:6]2[C:10](=[CH:11][CH:12]=1)[N:9]([CH2:20][C:21]([CH3:25])([CH3:24])[C:22]#[N:23])[C:8](=[O:13])[C:7]12[O:18][CH2:17][CH2:16][CH2:15][O:14]1)([O-:3])=[O:2], predict the reactants needed to synthesize it. The reactants are: [N+:1]([C:4]1[CH:5]=[C:6]2[C:10](=[CH:11][CH:12]=1)[NH:9][C:8](=[O:13])[C:7]12[O:18][CH2:17][CH2:16][CH2:15][O:14]1)([O-:3])=[O:2].Cl[CH2:20][C:21]([CH3:25])([CH3:24])[C:22]#[N:23].CC1(C)CN2C3C=CC(N)=CC=3C3(OCCCO3)C2=NC1. (6) Given the product [C:43]([C@H:28]1[CH2:29][C@H:26]([CH:24]([NH:23][C:21]([C:20]2[C:14]3[C:15](=[N:16][CH:17]=[C:12]([C:6]4[C:5]5[C:9](=[CH:10][C:2]([F:1])=[CH:3][CH:4]=5)[N:8]([CH3:11])[N:7]=4)[N:13]=3)[N:18]([CH2:35][O:36][CH2:37][CH2:38][Si:39]([CH3:42])([CH3:40])[CH3:41])[CH:19]=2)=[O:22])[CH3:25])[CH2:27]1)#[N:44], predict the reactants needed to synthesize it. The reactants are: [F:1][C:2]1[CH:10]=[C:9]2[C:5]([C:6]([C:12]3[N:13]=[C:14]4[C:20]([C:21]([NH:23][CH:24]([C@@H:26]5[CH2:29][C@H:28](OS(C)(=O)=O)[CH2:27]5)[CH3:25])=[O:22])=[CH:19][N:18]([CH2:35][O:36][CH2:37][CH2:38][Si:39]([CH3:42])([CH3:41])[CH3:40])[C:15]4=[N:16][CH:17]=3)=[N:7][N:8]2[CH3:11])=[CH:4][CH:3]=1.[C-:43]#[N:44].[K+].C1OCCOCCOCCOCCOCCOC1. (7) Given the product [CH:1]1[C:13]2[CH:12]([CH2:14][O:15][C:16](=[O:37])[NH:17][C:18]3[CH:23]=[CH:22][C:21]([S:24][C:25]4[CH:30]=[CH:29][C:28]([C:31](=[O:32])[NH:38][C:39]5[S:40][C:41]([C:44]([F:47])([F:46])[F:45])=[N:42][N:43]=5)=[CH:27][C:26]=4[N+:34]([O-:36])=[O:35])=[CH:20][CH:19]=3)[C:11]3[C:6](=[CH:7][CH:8]=[CH:9][CH:10]=3)[C:5]=2[CH:4]=[CH:3][CH:2]=1, predict the reactants needed to synthesize it. The reactants are: [CH:1]1[C:13]2[CH:12]([CH2:14][O:15][C:16](=[O:37])[NH:17][C:18]3[CH:23]=[CH:22][C:21]([S:24][C:25]4[CH:30]=[CH:29][C:28]([C:31](Cl)=[O:32])=[CH:27][C:26]=4[N+:34]([O-:36])=[O:35])=[CH:20][CH:19]=3)[C:11]3[C:6](=[CH:7][CH:8]=[CH:9][CH:10]=3)[C:5]=2[CH:4]=[CH:3][CH:2]=1.[NH2:38][C:39]1[S:40][C:41]([C:44]([F:47])([F:46])[F:45])=[N:42][N:43]=1.C(N(C(C)C)CC)(C)C.